From a dataset of Tox21: 12 toxicity assays (nuclear receptors and stress response pathways). Binary classification across 12 toxicity assays. (1) The compound is Cn1cc[nH]c1=S. It tested positive (active) for: SR-HSE (Heat Shock Element response). (2) It tested positive (active) for: NR-Aromatase (Aromatase enzyme inhibition). The compound is CC(C)N(C(=O)SCC(Cl)=CCl)C(C)C. (3) The molecule is CC[C@@]1(O)C(=O)OCc2c1cc1n(c2=O)Cc2cc3c(CN(C)C)c(O)ccc3nc2-1. It tested positive (active) for: NR-Aromatase (Aromatase enzyme inhibition), and SR-p53 (p53 tumor suppressor activation). (4) The molecule is O=[Se]=O. It tested positive (active) for: SR-ARE (Antioxidant Response Element (oxidative stress)), and SR-p53 (p53 tumor suppressor activation). (5) The drug is CC(C)(Oc1ccc(CCNC(=O)c2ccc(Cl)cc2)cc1)C(=O)O. It tested positive (active) for: NR-PPAR-gamma (PPAR-gamma nuclear receptor agonist). (6) The molecule is O=C(OCC(O)CO)c1ccccc1Nc1ccnc2cc(Cl)ccc12. It tested positive (active) for: SR-ARE (Antioxidant Response Element (oxidative stress)), and SR-HSE (Heat Shock Element response).